This data is from Forward reaction prediction with 1.9M reactions from USPTO patents (1976-2016). The task is: Predict the product of the given reaction. (1) Given the reactants [CH3:1][N:2]([CH3:12])[C:3]1[CH:11]=[CH:10][C:6]([C:7]([OH:9])=O)=[CH:5][CH:4]=1.[NH2:13][C:14]1[CH:15]=[C:16]2[NH:22][C:21]([C:23]3[CH:28]=[CH:27][C:26]([N:29]([CH3:31])[CH3:30])=[CH:25][CH:24]=3)=[N:20][C:17]2=[N:18][CH:19]=1, predict the reaction product. The product is: [CH3:12][N:2]([CH3:1])[C:3]1[CH:4]=[CH:5][C:6]([C:7]([NH:13][C:14]2[CH:15]=[C:16]3[NH:22][C:21]([C:23]4[CH:24]=[CH:25][C:26]([N:29]([CH3:31])[CH3:30])=[CH:27][CH:28]=4)=[N:20][C:17]3=[N:18][CH:19]=2)=[O:9])=[CH:10][CH:11]=1. (2) Given the reactants [NH2:1][C:2]1[C:10]([NH2:11])=[C:9]([Br:12])[C:5]2=[N:6][S:7][N:8]=[C:4]2[C:3]=1[Br:13].[CH3:14][C:15](=O)[C:16](=O)[CH3:17].O, predict the reaction product. The product is: [Br:13][C:3]1[C:4]2[C:5](=[N:6][S:7][N:8]=2)[C:9]([Br:12])=[C:10]2[C:2]=1[N:1]=[C:16]([CH3:17])[C:15]([CH3:14])=[N:11]2. (3) The product is: [CH3:28][O:29][C:30](=[O:39])[C:31]1[CH:36]=[CH:35][C:34]([O:15][CH2:14][CH:13]([N:12]2[C:11]3[CH:22]=[C:23]([F:27])[C:24]([F:26])=[CH:25][C:10]=3[N:9]=[C:8]2[C:5]2[CH:6]=[CH:7][C:2]([Cl:1])=[CH:3][CH:4]=2)[CH:16]2[CH2:17][CH2:18][CH2:19][CH2:20][CH2:21]2)=[N:33][CH:32]=1. Given the reactants [Cl:1][C:2]1[CH:7]=[CH:6][C:5]([C:8]2[N:12]([CH:13]([CH:16]3[CH2:21][CH2:20][CH2:19][CH2:18][CH2:17]3)[CH2:14][OH:15])[C:11]3[CH:22]=[C:23]([F:27])[C:24]([F:26])=[CH:25][C:10]=3[N:9]=2)=[CH:4][CH:3]=1.[CH3:28][O:29][C:30](=[O:39])[C:31]1[CH:36]=[C:35](Cl)[C:34](O)=[N:33][CH:32]=1.N(C(OC(C)(C)C)=O)=NC(OC(C)(C)C)=O, predict the reaction product. (4) Given the reactants [C:1]1([C:7]2[CH:8]=[C:9]3[C:13](=[CH:14][CH:15]=2)[NH:12][C:11](=[O:16])[CH2:10]3)[CH:6]=[CH:5][CH:4]=[CH:3][CH:2]=1.[N:17]1([CH2:23][CH2:24][CH2:25][C:26]2[C:27]3[CH2:37][CH2:36][CH2:35][CH2:34][CH2:33][C:28]=3[NH:29][C:30]=2[CH:31]=O)[CH2:22][CH2:21][O:20][CH2:19][CH2:18]1.N1CCCCC1, predict the reaction product. The product is: [N:17]1([CH2:23][CH2:24][CH2:25][C:26]2[C:27]3[CH2:37][CH2:36][CH2:35][CH2:34][CH2:33][C:28]=3[NH:29][C:30]=2/[CH:31]=[C:10]2\[C:11](=[O:16])[NH:12][C:13]3[C:9]\2=[CH:8][C:7]([C:1]2[CH:2]=[CH:3][CH:4]=[CH:5][CH:6]=2)=[CH:15][CH:14]=3)[CH2:22][CH2:21][O:20][CH2:19][CH2:18]1. (5) The product is: [Si:1]([O:8][CH2:9][CH:10]([O:13][C:18]1[CH:19]=[CH:20][CH:21]=[C:22]([OH:23])[C:17]=1[C:16]([O:15][CH3:14])=[O:25])[CH:11]=[CH2:12])([C:4]([CH3:7])([CH3:6])[CH3:5])([CH3:3])[CH3:2]. Given the reactants [Si:1]([O:8][CH2:9][CH:10]([OH:13])[CH:11]=[CH2:12])([C:4]([CH3:7])([CH3:6])[CH3:5])([CH3:3])[CH3:2].[CH3:14][O:15][C:16](=[O:25])[C:17]1[C:22]([OH:23])=[CH:21][CH:20]=[CH:19][C:18]=1O.C1C=CC(P(C2C=CC=CC=2)C2C=CC=CC=2)=CC=1.CCOC(/N=N/C(OCC)=O)=O, predict the reaction product. (6) Given the reactants [CH:1]([C:4]1[CH:8]=[N:7][N:6]([C:9]2[CH:14]=[CH:13][CH:12]=[CH:11][C:10]=2[O:15][C:16]([F:19])([F:18])[F:17])[C:5]=1[CH2:20][OH:21])([CH3:3])[CH3:2].Cl[C:23]1[N:28]=[C:27]([CH3:29])[C:26]([N+:30]([O-:32])=[O:31])=[CH:25][CH:24]=1.C(=O)([O-])[O-].[Cs+].[Cs+].C(P(C(C)(C)C)C1C=CC2C(=CC=CC=2)C=1C1C2C(=CC=CC=2)C=CC=1)(C)(C)C, predict the reaction product. The product is: [CH:1]([C:4]1[CH:8]=[N:7][N:6]([C:9]2[CH:14]=[CH:13][CH:12]=[CH:11][C:10]=2[O:15][C:16]([F:17])([F:18])[F:19])[C:5]=1[CH2:20][O:21][C:23]1[N:28]=[C:27]([CH3:29])[C:26]([N+:30]([O-:32])=[O:31])=[CH:25][CH:24]=1)([CH3:3])[CH3:2]. (7) Given the reactants Cl[C:2]1[C:3]([NH:14][CH:15]2[CH2:17][CH2:16]2)=[N:4][C:5]2[C:10]([N:11]=1)=[CH:9][C:8]([C:12]#[N:13])=[CH:7][CH:6]=2.CC1(C)C(C)(C)OB([C:26]2[CH2:31][CH2:30][N:29]([C:32]([O:34][C:35]([CH3:38])([CH3:37])[CH3:36])=[O:33])[CH2:28][CH:27]=2)O1.C(=O)([O-])[O-].[K+].[K+], predict the reaction product. The product is: [C:12]([C:8]1[CH:9]=[C:10]2[C:5]([N:4]=[C:3]([NH:14][CH:15]3[CH2:17][CH2:16]3)[C:2]([C:26]3[CH2:31][CH2:30][N:29]([C:32]([O:34][C:35]([CH3:38])([CH3:37])[CH3:36])=[O:33])[CH2:28][CH:27]=3)=[N:11]2)=[CH:6][CH:7]=1)#[N:13]. (8) Given the reactants [Br:1][C:2]1[CH:7]=[CH:6][C:5]([N:8]=[C:9]=[O:10])=[CH:4][CH:3]=1.[CH:11]1([NH2:14])[CH2:13][CH2:12]1, predict the reaction product. The product is: [Br:1][C:2]1[CH:7]=[CH:6][C:5]([NH:8][C:9]([NH:14][CH:11]2[CH2:13][CH2:12]2)=[O:10])=[CH:4][CH:3]=1.